From a dataset of Forward reaction prediction with 1.9M reactions from USPTO patents (1976-2016). Predict the product of the given reaction. (1) Given the reactants [OH:1][CH:2]1[CH2:7][CH2:6][NH:5][CH2:4][CH2:3]1.C(N(CC)CC)C.[CH3:23][S:20](O[S:20]([CH3:23])(=[O:22])=[O:21])(=[O:22])=[O:21].[F:24][C:25]([F:37])([F:36])[C:26]1[CH:31]=[CH:30][C:29]([S:32](Cl)(=[O:34])=[O:33])=[CH:28][CH:27]=1, predict the reaction product. The product is: [F:37][C:25]([F:24])([F:36])[C:26]1[CH:27]=[CH:28][C:29]([S:32]([O:1][CH:2]2[CH2:7][CH2:6][N:5]([S:20]([CH3:23])(=[O:21])=[O:22])[CH2:4][CH2:3]2)(=[O:34])=[O:33])=[CH:30][CH:31]=1. (2) Given the reactants [Br:1][C:2]1[C:3]([NH:9][C:10]2[CH:19]=[CH:18][CH:17]=[CH:16][C:11]=2[C:12]([NH:14][CH3:15])=[O:13])=[N:4][C:5](Cl)=[N:6][CH:7]=1.[NH2:20][C:21]1[C:33]([O:34][CH3:35])=[CH:32][C:24]2[CH2:25][CH2:26][O:27][C:28](=[O:31])[N:29]([CH3:30])[C:23]=2[CH:22]=1, predict the reaction product. The product is: [Br:1][C:2]1[C:3]([NH:9][C:10]2[CH:19]=[CH:18][CH:17]=[CH:16][C:11]=2[C:12]([NH:14][CH3:15])=[O:13])=[N:4][C:5]([NH:20][C:21]2[C:33]([O:34][CH3:35])=[CH:32][C:24]3[CH2:25][CH2:26][O:27][C:28](=[O:31])[N:29]([CH3:30])[C:23]=3[CH:22]=2)=[N:6][CH:7]=1. (3) Given the reactants [Cl:1][C:2]1[CH:7]=[CH:6][C:5]([CH:8]2[N:12]([C:13]3[CH:18]=[C:17]([CH3:19])[C:16](=[O:20])[N:15]([CH3:21])[CH:14]=3)[C:11](=[O:22])[CH:10]([C:23](=O)[C:24]3[CH:29]=[CH:28][CH:27]=[N:26][C:25]=3[O:30][CH3:31])[C:9]2=O)=[CH:4][CH:3]=1.[CH3:34][NH:35][NH2:36], predict the reaction product. The product is: [Cl:1][C:2]1[CH:3]=[CH:4][C:5]([CH:8]2[C:9]3[N:35]([CH3:34])[N:36]=[C:23]([C:24]4[C:25]([O:30][CH3:31])=[N:26][CH:27]=[CH:28][CH:29]=4)[C:10]=3[C:11](=[O:22])[N:12]2[C:13]2[CH:18]=[C:17]([CH3:19])[C:16](=[O:20])[N:15]([CH3:21])[CH:14]=2)=[CH:6][CH:7]=1. (4) Given the reactants [CH3:1][C@@H:2]1[CH2:7][N:6]([CH:8]2[C:14]3[CH:15]=[CH:16][CH:17]=[CH:18][C:13]=3[CH2:12][CH2:11][CH2:10][CH2:9]2)[CH2:5][CH2:4][N:3]1[CH2:19][C:20]([O:22]C)=[O:21].O.[OH-].[Li+].C(Cl)Cl.C(Cl)Cl.CO, predict the reaction product. The product is: [CH3:1][C@@H:2]1[CH2:7][N:6]([CH:8]2[C:14]3[CH:15]=[CH:16][CH:17]=[CH:18][C:13]=3[CH2:12][CH2:11][CH2:10][CH2:9]2)[CH2:5][CH2:4][N:3]1[CH2:19][C:20]([OH:22])=[O:21]. (5) Given the reactants [I-:1].[Na+].[C:3]([O:24][CH2:25]Cl)(=[O:23])[CH2:4][CH2:5][CH2:6][CH2:7][CH2:8][CH2:9][CH2:10][CH2:11][CH2:12][CH2:13][CH2:14][CH2:15][CH2:16][CH2:17][CH2:18][CH2:19][CH2:20][CH2:21][CH3:22], predict the reaction product. The product is: [C:3]([O:24][CH2:25][I:1])(=[O:23])[CH2:4][CH2:5][CH2:6][CH2:7][CH2:8][CH2:9][CH2:10][CH2:11][CH2:12][CH2:13][CH2:14][CH2:15][CH2:16][CH2:17][CH2:18][CH2:19][CH2:20][CH2:21][CH3:22].